This data is from Reaction yield outcomes from USPTO patents with 853,638 reactions. The task is: Predict the reaction yield, written as a fraction of the theoretical maximum amount of product (1.0 means a 100% yield; for example, 0.34 means a 34% yield). (1) No catalyst specified. The product is [CH3:11][CH:12]1[CH2:17][CH2:16][CH2:15][CH2:14][N:13]1[CH2:18][CH2:19][CH2:20][NH:21][CH2:9][C:3]1[CH:2]=[CH:1][C:6]([CH:7]=[O:8])=[CH:5][CH:4]=1. The yield is 0.980. The reactants are [CH:1]1[C:6]([CH:7]=[O:8])=[CH:5][CH:4]=[C:3]([CH:9]=O)[CH:2]=1.[CH3:11][CH:12]1[CH2:17][CH2:16][CH2:15][CH2:14][N:13]1[CH2:18][CH2:19][CH2:20][NH2:21].[BH4-].[Na+]. (2) The reactants are [NH2:1][C:2]1[CH:36]=[CH:35][C:5]([O:6][C:7]2[CH:12]=[CH:11][N:10]=[C:9]3[CH:13]=[C:14]([C:16]4[CH:17]=[C:18]([CH:32]=[CH:33][CH:34]=4)[CH2:19][N:20]([CH2:28][CH2:29][O:30][CH3:31])[C:21](=[O:27])[O:22][C:23]([CH3:26])([CH3:25])[CH3:24])[S:15][C:8]=23)=[C:4]([F:37])[CH:3]=1.[C:38]1([CH2:44][C:45]([N:47]=[C:48]=[S:49])=[O:46])[CH:43]=[CH:42][CH:41]=[CH:40][CH:39]=1. The catalyst is C1COCC1. The product is [F:37][C:4]1[CH:3]=[C:2]([NH:1][C:48]([NH:47][C:45](=[O:46])[CH2:44][C:38]2[CH:39]=[CH:40][CH:41]=[CH:42][CH:43]=2)=[S:49])[CH:36]=[CH:35][C:5]=1[O:6][C:7]1[CH:12]=[CH:11][N:10]=[C:9]2[CH:13]=[C:14]([C:16]3[CH:17]=[C:18]([CH:32]=[CH:33][CH:34]=3)[CH2:19][N:20]([CH2:28][CH2:29][O:30][CH3:31])[C:21](=[O:27])[O:22][C:23]([CH3:26])([CH3:25])[CH3:24])[S:15][C:8]=12. The yield is 0.900. (3) The reactants are Cl.Cl.[C:3]([N:6]1[C:15]2[C:10](=[CH:11][C:12]([N:16]3[CH:20]=[C:19]([CH3:21])[N:18]=[CH:17]3)=[CH:13][CH:14]=2)[CH:9]([NH2:22])[CH2:8][CH:7]1[CH3:23])(=[O:5])[CH3:4].CCN(C(C)C)C(C)C.Cl[C:34]1[N:39]=[CH:38][C:37]([C:40]#[N:41])=[CH:36][CH:35]=1. The catalyst is CN1C(=O)CCC1. The product is [C:3]([N:6]1[C:15]2[C:10](=[CH:11][C:12]([N:16]3[CH:20]=[C:19]([CH3:21])[N:18]=[CH:17]3)=[CH:13][CH:14]=2)[CH:9]([NH:22][C:34]2[N:39]=[CH:38][C:37]([C:40]#[N:41])=[CH:36][CH:35]=2)[CH2:8][CH:7]1[CH3:23])(=[O:5])[CH3:4]. The yield is 0.110. (4) The reactants are CC(C)C(O[C@H]1[C@H](OC(=O)C(C)C)[C@@H](COC(=O)C(C)C)O[C@H]([O:25][C:26]2[CH:27]=[CH:28][C:29]3[C:35]4[C:36]([O:44][CH3:45])=[C:37]([O:42][CH3:43])[C:38]([O:40][CH3:41])=[CH:39][C:34]=4[CH2:33][CH2:32][C@H:31]([NH:46][C:47](=[O:49])[CH3:48])[C:30]=3[CH:50]=2)[C@@H]1OC(=O)C(C)C)=O.[P:58](Cl)(Cl)([O:60][CH3:61])=[O:59].[OH2:64]. The catalyst is C1COCC1. The product is [P:58]([OH:59])([O:60][CH3:61])([O:25][C:26]1[CH:27]=[CH:28][C:29]2[C:35]3[C:36]([O:44][CH3:45])=[C:37]([O:42][CH3:43])[C:38]([O:40][CH3:41])=[CH:39][C:34]=3[CH2:33][CH2:32][C@H:31]([NH:46][C:47](=[O:49])[CH3:48])[C:30]=2[CH:50]=1)=[O:64]. The yield is 0.690.